This data is from NCI-60 drug combinations with 297,098 pairs across 59 cell lines. The task is: Regression. Given two drug SMILES strings and cell line genomic features, predict the synergy score measuring deviation from expected non-interaction effect. (1) Drug 1: CC1=C2C(C(=O)C3(C(CC4C(C3C(C(C2(C)C)(CC1OC(=O)C(C(C5=CC=CC=C5)NC(=O)OC(C)(C)C)O)O)OC(=O)C6=CC=CC=C6)(CO4)OC(=O)C)O)C)O. Drug 2: C1=CN(C=N1)CC(O)(P(=O)(O)O)P(=O)(O)O. Cell line: HOP-92. Synergy scores: CSS=1.97, Synergy_ZIP=-0.0685, Synergy_Bliss=-1.30, Synergy_Loewe=0.625, Synergy_HSA=-1.75. (2) Drug 1: C1C(C(OC1N2C=C(C(=O)NC2=O)F)CO)O. Drug 2: CC1=C(C(=O)C2=C(C1=O)N3CC4C(C3(C2COC(=O)N)OC)N4)N. Cell line: OVCAR-4. Synergy scores: CSS=18.4, Synergy_ZIP=-9.42, Synergy_Bliss=-7.93, Synergy_Loewe=-3.85, Synergy_HSA=-3.15. (3) Drug 1: CCC1(CC2CC(C3=C(CCN(C2)C1)C4=CC=CC=C4N3)(C5=C(C=C6C(=C5)C78CCN9C7C(C=CC9)(C(C(C8N6C)(C(=O)OC)O)OC(=O)C)CC)OC)C(=O)OC)O.OS(=O)(=O)O. Drug 2: CN(C(=O)NC(C=O)C(C(C(CO)O)O)O)N=O. Cell line: OVCAR-5. Synergy scores: CSS=-3.92, Synergy_ZIP=2.31, Synergy_Bliss=0.490, Synergy_Loewe=-4.46, Synergy_HSA=-2.64. (4) Drug 1: CC1=C2C(C(=O)C3(C(CC4C(C3C(C(C2(C)C)(CC1OC(=O)C(C(C5=CC=CC=C5)NC(=O)C6=CC=CC=C6)O)O)OC(=O)C7=CC=CC=C7)(CO4)OC(=O)C)O)C)OC(=O)C. Drug 2: CC1=C(C(=O)C2=C(C1=O)N3CC4C(C3(C2COC(=O)N)OC)N4)N. Cell line: DU-145. Synergy scores: CSS=74.5, Synergy_ZIP=0.434, Synergy_Bliss=0.0628, Synergy_Loewe=0.513, Synergy_HSA=4.38.